The task is: Binary Classification. Given a T-cell receptor sequence (or CDR3 region) and an epitope sequence, predict whether binding occurs between them.. This data is from TCR-epitope binding with 47,182 pairs between 192 epitopes and 23,139 TCRs. (1) The epitope is IYSKHTPINL. The TCR CDR3 sequence is CASSQAPIGELFF. Result: 1 (the TCR binds to the epitope). (2) The epitope is FLRGRAYGL. The TCR CDR3 sequence is CASRTEVNNGYTF. Result: 0 (the TCR does not bind to the epitope). (3) The epitope is LPPIVAKEI. The TCR CDR3 sequence is CASSLWGAKMNTEAFF. Result: 1 (the TCR binds to the epitope). (4) The epitope is FVDGVPFVV. The TCR CDR3 sequence is CASSSTGGLGSPLHF. Result: 1 (the TCR binds to the epitope). (5) The epitope is ISPRTLNAW. The TCR CDR3 sequence is CASSDRMNTEAFF. Result: 0 (the TCR does not bind to the epitope). (6) The epitope is ISDYDYYRY. The TCR CDR3 sequence is CATSDSFHPYEQYF. Result: 1 (the TCR binds to the epitope).